Predict the reactants needed to synthesize the given product. From a dataset of Full USPTO retrosynthesis dataset with 1.9M reactions from patents (1976-2016). (1) Given the product [CH3:26][O:25][C:21]1[CH:20]=[C:10]([CH:16]=[C:15]([O:14][CH3:13])[C:22]=1[O:23][CH3:24])[CH2:9][NH:8][C:6](=[O:7])[NH:3][CH2:2][C:1]1[CH:36]=[CH:35][C:31]([C:32]([OH:34])=[O:33])=[CH:30][CH:29]=1, predict the reactants needed to synthesize it. The reactants are: [CH:1]1N=C[N:3]([C:6]([N:8]2C=N[CH:10]=[CH:9]2)=[O:7])[CH:2]=1.[CH3:13][O:14][C:15]1[CH:16]=C([CH:20]=[C:21]([O:25][CH3:26])[C:22]=1[O:23][CH3:24])CN.NC1[CH:36]=[CH:35][C:31]([C:32]([OH:34])=[O:33])=[CH:30][CH:29]=1. (2) Given the product [CH:39]1([C:42]([NH:1][C:2]2[CH:7]=[C:6]([O:8][C:9]3[CH:14]=[CH:13][C:12]([NH:15][C:16]([C:18]4[C:22](=[O:23])[N:21]([C:24]5[CH:25]=[CH:26][CH:27]=[CH:28][CH:29]=5)[N:20]5[CH2:30][CH2:31][CH2:32][C:19]=45)=[O:17])=[CH:11][CH:10]=3)[CH:5]=[CH:4][N:3]=2)=[O:43])[CH2:41][CH2:40]1, predict the reactants needed to synthesize it. The reactants are: [NH2:1][C:2]1[CH:7]=[C:6]([O:8][C:9]2[CH:14]=[CH:13][C:12]([NH:15][C:16]([C:18]3[C:22](=[O:23])[N:21]([C:24]4[CH:29]=[CH:28][CH:27]=[CH:26][CH:25]=4)[N:20]4[CH2:30][CH2:31][CH2:32][C:19]=34)=[O:17])=[CH:11][CH:10]=2)[CH:5]=[CH:4][N:3]=1.N1C=CC=CC=1.[CH:39]1([C:42](Cl)=[O:43])[CH2:41][CH2:40]1. (3) Given the product [F:7][C:8]1[CH:22]=[CH:21][CH:20]=[C:19]([F:23])[C:9]=1[CH2:10][N:11]1[CH:15]=[C:14]([C:16]([NH2:25])=[O:17])[N:13]=[N:12]1, predict the reactants needed to synthesize it. The reactants are: C(Cl)(=O)C(Cl)=O.[F:7][C:8]1[CH:22]=[CH:21][CH:20]=[C:19]([F:23])[C:9]=1[CH2:10][N:11]1[CH:15]=[C:14]([C:16](O)=[O:17])[N:13]=[N:12]1.[Cl-].[NH4+:25].C(=O)(O)[O-].[Na+]. (4) The reactants are: [CH3:1][C:2]1[S:3][C:4]([CH:7]=[CH:8][N+:9]([O-])=O)=[CH:5][CH:6]=1.[H-].[Al+3].[Li+].[H-].[H-].[H-]. Given the product [CH3:1][C:2]1[S:3][C:4]([CH2:7][CH2:8][NH2:9])=[CH:5][CH:6]=1, predict the reactants needed to synthesize it. (5) The reactants are: [CH:1]([C:3]1[CH:18]=[CH:17][C:6]([O:7][C:8]2[CH:16]=[CH:15][C:11]([C:12]([NH2:14])=[O:13])=[CH:10][N:9]=2)=[CH:5][CH:4]=1)=O.[CH:19]1([N:24]2[CH2:29][CH2:28][NH:27][CH2:26][CH2:25]2)[CH2:23][CH2:22][CH2:21][CH2:20]1.[BH4-].[Na+]. Given the product [CH:19]1([N:24]2[CH2:25][CH2:26][N:27]([CH2:1][C:3]3[CH:18]=[CH:17][C:6]([O:7][C:8]4[CH:16]=[CH:15][C:11]([C:12]([NH2:14])=[O:13])=[CH:10][N:9]=4)=[CH:5][CH:4]=3)[CH2:28][CH2:29]2)[CH2:20][CH2:21][CH2:22][CH2:23]1, predict the reactants needed to synthesize it. (6) Given the product [N:1]1([C:10]2[S:24][N:23]=[N:22][C:11]=2[C:12]2[C:21]3[C:16](=[CH:17][CH:18]=[CH:19][CH:20]=3)[CH:15]=[CH:14][CH:13]=2)[C:5]2[CH:6]=[CH:7][CH:8]=[CH:9][C:4]=2[N:3]=[N:2]1, predict the reactants needed to synthesize it. The reactants are: [N:1]1([CH2:10]/[C:11](=[N:22]\[NH:23][S:24](C2C=CC(C)=CC=2)(=O)=O)/[C:12]2[C:21]3[C:16](=[CH:17][CH:18]=[CH:19][CH:20]=3)[CH:15]=[CH:14][CH:13]=2)[C:5]2[CH:6]=[CH:7][CH:8]=[CH:9][C:4]=2[N:3]=[N:2]1.O=S(Cl)Cl. (7) Given the product [F:24][C:22]1[CH:23]=[C:18]([C:9]2[CH:10]=[CH:11][C:6]3[NH:5][C:4](=[O:15])[O:3][C:2]([CH3:16])([CH3:1])[C:7]=3[CH:8]=2)[CH:19]=[C:20]([F:25])[CH:21]=1, predict the reactants needed to synthesize it. The reactants are: [CH3:1][C:2]1([CH3:16])[C:7]2[CH:8]=[C:9](B(O)O)[CH:10]=[CH:11][C:6]=2[NH:5][C:4](=[O:15])[O:3]1.Br[C:18]1[CH:23]=[C:22]([F:24])[CH:21]=[C:20]([F:25])[CH:19]=1. (8) Given the product [CH2:21]([N:23]1[C:27]2=[N:28][C:29]([CH3:44])=[C:30]([CH2:39][OH:40])[C:31]([NH:32][CH:33]3[CH2:34][CH2:35][O:36][CH2:37][CH2:38]3)=[C:26]2[CH:25]=[N:24]1)[CH3:22], predict the reactants needed to synthesize it. The reactants are: C(N1C2=NC=C(CO)C(NC3CCOCC3)=C2C=N1)C.[CH2:21]([N:23]1[C:27]2=[N:28][C:29]([CH3:44])=[C:30]([C:39](OCC)=[O:40])[C:31]([NH:32][CH:33]3[CH2:38][CH2:37][O:36][CH2:35][CH2:34]3)=[C:26]2[CH:25]=[N:24]1)[CH3:22].